Dataset: NCI-60 drug combinations with 297,098 pairs across 59 cell lines. Task: Regression. Given two drug SMILES strings and cell line genomic features, predict the synergy score measuring deviation from expected non-interaction effect. (1) Drug 1: COC1=NC(=NC2=C1N=CN2C3C(C(C(O3)CO)O)O)N. Drug 2: CC1CCC2CC(C(=CC=CC=CC(CC(C(=O)C(C(C(=CC(C(=O)CC(OC(=O)C3CCCCN3C(=O)C(=O)C1(O2)O)C(C)CC4CCC(C(C4)OC)OCCO)C)C)O)OC)C)C)C)OC. Cell line: A549. Synergy scores: CSS=-1.68, Synergy_ZIP=-0.588, Synergy_Bliss=-2.87, Synergy_Loewe=-19.7, Synergy_HSA=-5.54. (2) Drug 1: C1CC(=O)NC(=O)C1N2CC3=C(C2=O)C=CC=C3N. Drug 2: CS(=O)(=O)CCNCC1=CC=C(O1)C2=CC3=C(C=C2)N=CN=C3NC4=CC(=C(C=C4)OCC5=CC(=CC=C5)F)Cl. Cell line: PC-3. Synergy scores: CSS=5.83, Synergy_ZIP=2.88, Synergy_Bliss=-4.01, Synergy_Loewe=0.0964, Synergy_HSA=-0.997. (3) Drug 1: COC1=C(C=C2C(=C1)N=CN=C2NC3=CC(=C(C=C3)F)Cl)OCCCN4CCOCC4. Drug 2: C1C(C(OC1N2C=NC3=C2NC=NCC3O)CO)O. Cell line: MCF7. Synergy scores: CSS=16.1, Synergy_ZIP=-2.19, Synergy_Bliss=1.64, Synergy_Loewe=3.16, Synergy_HSA=3.98. (4) Drug 1: CCCS(=O)(=O)NC1=C(C(=C(C=C1)F)C(=O)C2=CNC3=C2C=C(C=N3)C4=CC=C(C=C4)Cl)F. Drug 2: CN(C)C1=NC(=NC(=N1)N(C)C)N(C)C. Cell line: HL-60(TB). Synergy scores: CSS=-36.0, Synergy_ZIP=4.29, Synergy_Bliss=-17.7, Synergy_Loewe=-34.2, Synergy_HSA=-31.3. (5) Drug 1: C(=O)(N)NO. Drug 2: B(C(CC(C)C)NC(=O)C(CC1=CC=CC=C1)NC(=O)C2=NC=CN=C2)(O)O. Cell line: DU-145. Synergy scores: CSS=17.3, Synergy_ZIP=7.37, Synergy_Bliss=6.55, Synergy_Loewe=-52.4, Synergy_HSA=0.485. (6) Drug 1: CC1=CC=C(C=C1)C2=CC(=NN2C3=CC=C(C=C3)S(=O)(=O)N)C(F)(F)F. Drug 2: C1CCC(C(C1)N)N.C(=O)(C(=O)[O-])[O-].[Pt+4]. Cell line: HCC-2998. Synergy scores: CSS=12.1, Synergy_ZIP=-0.128, Synergy_Bliss=11.0, Synergy_Loewe=-10.5, Synergy_HSA=-0.930. (7) Drug 1: CC1=C2C(C(=O)C3(C(CC4C(C3C(C(C2(C)C)(CC1OC(=O)C(C(C5=CC=CC=C5)NC(=O)OC(C)(C)C)O)O)OC(=O)C6=CC=CC=C6)(CO4)OC(=O)C)O)C)O. Drug 2: CN(CCCl)CCCl.Cl. Cell line: SK-MEL-2. Synergy scores: CSS=14.9, Synergy_ZIP=-9.89, Synergy_Bliss=-15.1, Synergy_Loewe=-38.2, Synergy_HSA=-13.3. (8) Drug 1: CN1CCC(CC1)COC2=C(C=C3C(=C2)N=CN=C3NC4=C(C=C(C=C4)Br)F)OC. Synergy scores: CSS=16.8, Synergy_ZIP=-2.19, Synergy_Bliss=-4.71, Synergy_Loewe=-13.4, Synergy_HSA=-2.58. Cell line: UO-31. Drug 2: N.N.Cl[Pt+2]Cl. (9) Drug 1: CC1=CC2C(CCC3(C2CCC3(C(=O)C)OC(=O)C)C)C4(C1=CC(=O)CC4)C. Drug 2: C1C(C(OC1N2C=NC(=NC2=O)N)CO)O. Cell line: NCI-H226. Synergy scores: CSS=-7.74, Synergy_ZIP=3.98, Synergy_Bliss=-0.933, Synergy_Loewe=-10.3, Synergy_HSA=-7.18.